Dataset: Catalyst prediction with 721,799 reactions and 888 catalyst types from USPTO. Task: Predict which catalyst facilitates the given reaction. (1) Reactant: [CH:1]([C:3]1[CH:12]=[CH:11][C:6]([C:7]([O:9][CH3:10])=[O:8])=[CH:5][CH:4]=1)=O.[CH3:13][N:14]([CH3:18])[CH2:15][CH2:16][NH2:17].C(O)(=O)C.C(O[BH-](OC(=O)C)OC(=O)C)(=O)C.[Na+]. Product: [CH3:13][N:14]([CH3:18])[CH2:15][CH2:16][NH:17][CH2:1][C:3]1[CH:12]=[CH:11][C:6]([C:7]([O:9][CH3:10])=[O:8])=[CH:5][CH:4]=1. The catalyst class is: 2. (2) The catalyst class is: 7. Reactant: [C:1]([C:3]1[CH:8]=[CH:7][C:6]([C:9]2[C:13]([C:14]([O:16]C)=[O:15])=[C:12]([CH3:18])[O:11][N:10]=2)=[CH:5][CH:4]=1)#[N:2].C(O)C.[OH-].[Na+].O. Product: [C:1]([C:3]1[CH:4]=[CH:5][C:6]([C:9]2[C:13]([C:14]([OH:16])=[O:15])=[C:12]([CH3:18])[O:11][N:10]=2)=[CH:7][CH:8]=1)#[N:2].